From a dataset of Full USPTO retrosynthesis dataset with 1.9M reactions from patents (1976-2016). Predict the reactants needed to synthesize the given product. (1) Given the product [F:14][C:15]1[CH:20]=[CH:19][C:18]([O:21][CH3:22])=[CH:17][C:16]=1[C:2]1[C:3]([C:4]([O:6][CH2:7][CH3:8])=[O:5])=[CH:9][C:10]([OH:13])=[CH:11][CH:12]=1, predict the reactants needed to synthesize it. The reactants are: Br[C:2]1[CH:12]=[CH:11][C:10]([OH:13])=[CH:9][C:3]=1[C:4]([O:6][CH2:7][CH3:8])=[O:5].[F:14][C:15]1[CH:20]=[CH:19][C:18]([O:21][CH3:22])=[CH:17][C:16]=1B(O)O.C1(P(C2CCCCC2)C2C=CC=CC=2C2C(OC)=CC=CC=2OC)CCCCC1.C(=O)([O-])[O-].[Na+].[Na+]. (2) Given the product [F:1][C:2]1[CH:21]=[CH:20][C:5]2[C:6]([C:9]3[CH:14]=[CH:13][C:12]([O:15][CH2:16][C@H:17]([OH:18])[CH2:19][N:33]4[CH2:32][CH2:31][N:30]([C:25]5[CH:26]=[CH:27][CH:28]=[CH:29][C:24]=5[C:22]#[N:23])[CH2:35][CH2:34]4)=[CH:11][CH:10]=3)=[N:7][O:8][C:4]=2[CH:3]=1, predict the reactants needed to synthesize it. The reactants are: [F:1][C:2]1[CH:21]=[CH:20][C:5]2[C:6]([C:9]3[CH:14]=[CH:13][C:12]([O:15][CH2:16][C@H:17]4[CH2:19][O:18]4)=[CH:11][CH:10]=3)=[N:7][O:8][C:4]=2[CH:3]=1.[C:22]([C:24]1[CH:29]=[CH:28][CH:27]=[CH:26][C:25]=1[N:30]1[CH2:35][CH2:34][NH:33][CH2:32][CH2:31]1)#[N:23]. (3) Given the product [F:1][C:2]1[CH:3]=[C:4]2[C:9](=[CH:10][CH:11]=1)[N:8]=[C:7]([NH:12][C:13]([N:30]1[CH2:29][CH2:28][N:27]([C:22]3[CH:23]=[CH:24][CH:25]=[CH:26][C:21]=3[F:20])[CH2:32][CH2:31]1)=[O:17])[C:6]([O:18][CH3:19])=[N:5]2, predict the reactants needed to synthesize it. The reactants are: [F:1][C:2]1[CH:3]=[C:4]2[C:9](=[CH:10][CH:11]=1)[N:8]=[C:7]([NH:12][C:13](=[O:17])OCC)[C:6]([O:18][CH3:19])=[N:5]2.[F:20][C:21]1[CH:26]=[CH:25][CH:24]=[CH:23][C:22]=1[N:27]1[CH2:32][CH2:31][NH:30][CH2:29][CH2:28]1. (4) Given the product [NH2:40][C:41]1[N:46]=[CH:45][N:44]=[C:43]2[N:47]([C@H:67]3[CH2:72][CH2:71][C@@H:70]([N:73]4[CH2:74][CH2:75][N:76]([CH3:79])[CH2:77][CH2:78]4)[CH2:69][CH2:68]3)[N:48]=[C:49]([C:50]3[CH:55]=[CH:54][C:53]([NH:56][C:57]4[O:38][C:37]5[CH:36]=[CH:35][C:34]([CH3:39])=[CH:33][C:32]=5[N:31]=4)=[CH:52][CH:51]=3)[C:42]=12, predict the reactants needed to synthesize it. The reactants are: NC1C=CC(C2C3C(=NC=NC=3N)N([C@H]3CC[C@@H](N4CCN(C)CC4)CC3)N=2)=CC=1.[NH2:31][C:32]1[C:37]([OH:38])=[CH:36][CH:35]=[C:34]([CH3:39])[CH:33]=1.[NH2:40][C:41]1[N:46]=[CH:45][N:44]=[C:43]2[N:47]([C@H:67]3[CH2:72][CH2:71][C@@H:70]([N:73]4[CH2:78][CH2:77][N:76]([CH3:79])[CH2:75][CH2:74]4)[CH2:69][CH2:68]3)[N:48]=[C:49]([C:50]3[CH:55]=[CH:54][C:53]([NH:56][C:57]4OC5C=CC=C(C)C=5N=4)=[CH:52][CH:51]=3)[C:42]=12. (5) Given the product [Br:1][C:2]1[CH:3]=[C:4]2[C:8](=[CH:9][C:10]=1[N:11]=[C:29]=[O:30])[N:7]([S:12]([C:15]1[CH:20]=[CH:19][C:18]([CH3:21])=[CH:17][CH:16]=1)(=[O:14])=[O:13])[N:6]=[C:5]2[CH3:22], predict the reactants needed to synthesize it. The reactants are: [Br:1][C:2]1[CH:3]=[C:4]2[C:8](=[CH:9][C:10]=1[NH2:11])[N:7]([S:12]([C:15]1[CH:20]=[CH:19][C:18]([CH3:21])=[CH:17][CH:16]=1)(=[O:14])=[O:13])[N:6]=[C:5]2[CH3:22].N1C=CC=CC=1.[C:29](Cl)(Cl)=[O:30].